From a dataset of Catalyst prediction with 721,799 reactions and 888 catalyst types from USPTO. Predict which catalyst facilitates the given reaction. (1) Reactant: [F:1][C:2]1[N:7]=[CH:6][C:5]([NH:8][CH3:9])=[CH:4][CH:3]=1.C([Mg]Cl)(C)C.[CH:15]([C:18]1[NH:22][N:21]=[C:20]([NH:23][C:24]2[C:25]3[CH2:42][CH2:41][CH2:40][C:26]=3[N:27]=[C:28]([N:30]3[CH2:34][CH2:33][CH2:32][C@H:31]3[C:35](OCC)=[O:36])[N:29]=2)[CH:19]=1)([CH3:17])[CH3:16]. Product: [F:1][C:2]1[N:7]=[CH:6][C:5]([N:8]([CH3:9])[C:35]([C@@H:31]2[CH2:32][CH2:33][CH2:34][N:30]2[C:28]2[N:29]=[C:24]([NH:23][C:20]3[CH:19]=[C:18]([CH:15]([CH3:16])[CH3:17])[NH:22][N:21]=3)[C:25]3[CH2:42][CH2:41][CH2:40][C:26]=3[N:27]=2)=[O:36])=[CH:4][CH:3]=1. The catalyst class is: 1. (2) Reactant: [N+:1]([C:4]1[CH:12]=[CH:11][CH:10]=[CH:9][C:5]=1[C:6](Cl)=[O:7])([O-:3])=[O:2].[F:13][C:14]([F:25])([F:24])[CH2:15][S:16][C:17]1[N:22]=[C:21]([NH2:23])[CH:20]=[CH:19][N:18]=1.C(N(CC)CC)C. Product: [N+:1]([C:4]1[CH:12]=[CH:11][CH:10]=[CH:9][C:5]=1[C:6]([NH:23][C:21]1[CH:20]=[CH:19][N:18]=[C:17]([S:16][CH2:15][C:14]([F:25])([F:24])[F:13])[N:22]=1)=[O:7])([O-:3])=[O:2]. The catalyst class is: 2. (3) Reactant: C([O:3][P:4]([C:9]1[C:22]2=[C:23]3[C:24]4[C:19]([CH:20]=[CH:21]2)=[C:18]([P:25]([O:30]CC)(=[O:29])[O:26]CC)[CH:17]=[C:16]([P:33]([O:38]CC)(=[O:37])[O:34]CC)[C:15]=4[CH:14]=[CH:13][C:12]3=[C:11]([P:41]([O:46]CC)(=[O:45])[O:42]CC)[CH:10]=1)(=[O:8])[O:5]CC)C. Product: [C:16]1([P:33]([OH:37])(=[O:34])[OH:38])[C:15]2=[C:24]3[C:23]4[C:12]([CH:13]=[CH:14]2)=[C:11]([P:41]([OH:45])(=[O:42])[OH:46])[CH:10]=[C:9]([P:4]([OH:8])(=[O:3])[OH:5])[C:22]=4[CH:21]=[CH:20][C:19]3=[C:18]([P:25]([OH:30])(=[O:26])[OH:29])[CH:17]=1. The catalyst class is: 33. (4) Reactant: P(Br)(Br)[Br:2].O[CH2:6][CH2:7][O:8][C:9]1[CH:10]=[CH:11][C:12]([C:25]2[NH:34][C:33](=[O:35])[C:32]3[C:27](=[CH:28][C:29]([O:38][CH3:39])=[CH:30][C:31]=3[O:36][CH3:37])[N:26]=2)=[N:13][C:14]=1[C:15]1[CH:20]=[CH:19][CH:18]=[CH:17][C:16]=1[S:21]([CH3:24])(=[O:23])=[O:22].C([O-])([O-])=O.[Na+].[Na+]. Product: [Br:2][CH2:6][CH2:7][O:8][C:9]1[CH:10]=[CH:11][C:12]([C:25]2[NH:34][C:33](=[O:35])[C:32]3[C:27](=[CH:28][C:29]([O:38][CH3:39])=[CH:30][C:31]=3[O:36][CH3:37])[N:26]=2)=[N:13][C:14]=1[C:15]1[CH:20]=[CH:19][CH:18]=[CH:17][C:16]=1[S:21]([CH3:24])(=[O:23])=[O:22]. The catalyst class is: 35. (5) Reactant: [C:1]([C:4]1[N:9]=[C:8]([C:10]2[CH:15]=[CH:14][C:13]([O:16][C:17]3[CH:22]=[CH:21][C:20]([F:23])=[CH:19][CH:18]=3)=[CH:12][CH:11]=2)[N:7]=[C:6]([N:24]2[CH2:29][CH2:28][N:27](C(OC(C)(C)C)=O)[CH2:26][CH:25]2[CH2:37][OH:38])[CH:5]=1)(=[O:3])[NH2:2].Cl. Product: [F:23][C:20]1[CH:21]=[CH:22][C:17]([O:16][C:13]2[CH:14]=[CH:15][C:10]([C:8]3[N:9]=[C:4]([C:1]([NH2:2])=[O:3])[CH:5]=[C:6]([N:24]4[CH2:29][CH2:28][NH:27][CH2:26][CH:25]4[CH2:37][OH:38])[N:7]=3)=[CH:11][CH:12]=2)=[CH:18][CH:19]=1. The catalyst class is: 12.